From a dataset of Catalyst prediction with 721,799 reactions and 888 catalyst types from USPTO. Predict which catalyst facilitates the given reaction. Reactant: C([N:8]1[CH2:10][CH:9]1[C:11]([O:13][CH3:14])=[O:12])C1C=CC=CC=1.[C:26]([O:25][C:23](O[C:23]([O:25][C:26]([CH3:29])([CH3:28])[CH3:27])=[O:24])=[O:24])([CH3:29])([CH3:28])[CH3:27]. Product: [C:23]([N:8]1[CH2:10][CH:9]1[C:11]([O:13][CH3:14])=[O:12])([O:25][C:26]([CH3:27])([CH3:28])[CH3:29])=[O:24]. The catalyst class is: 19.